This data is from Full USPTO retrosynthesis dataset with 1.9M reactions from patents (1976-2016). The task is: Predict the reactants needed to synthesize the given product. Given the product [CH3:1][O:2][C:3](=[O:21])[C:4]([CH3:19])([CH3:20])[CH:5]([N:9]1[C:13]2[CH:14]=[CH:15][CH:16]=[CH:17][C:12]=2[N:11]([CH2:34][CH:26]2[C:27]3[C:32](=[CH:31][CH:30]=[CH:29][C:28]=3[CH3:33])[N:24]([CH3:23])[CH2:25]2)[C:10]1=[O:18])[CH2:6][O:7][CH3:8], predict the reactants needed to synthesize it. The reactants are: [CH3:1][O:2][C:3](=[O:21])[C:4]([CH3:20])([CH3:19])[CH:5]([N:9]1[C:13]2[CH:14]=[CH:15][CH:16]=[CH:17][C:12]=2[NH:11][C:10]1=[O:18])[CH2:6][O:7][CH3:8].[I-].[CH3:23][N:24]1[C:32]2[C:27](=[C:28]([CH3:33])[CH:29]=[CH:30][CH:31]=2)[C:26]([CH2:34][N+](C)(C)C)=[CH:25]1.C([O-])([O-])=O.[K+].[K+].